From a dataset of Full USPTO retrosynthesis dataset with 1.9M reactions from patents (1976-2016). Predict the reactants needed to synthesize the given product. (1) The reactants are: FC(F)(F)C(O)=O.C([O:12][C:13](=[O:33])[C:14]1[CH:19]=[C:18]([C:20]([F:23])([F:22])[F:21])[C:17]([Cl:24])=[CH:16][C:15]=1[NH:25]C(OC(C)(C)C)=O)(C)(C)C. Given the product [NH2:25][C:15]1[CH:16]=[C:17]([Cl:24])[C:18]([C:20]([F:23])([F:21])[F:22])=[CH:19][C:14]=1[C:13]([OH:33])=[O:12], predict the reactants needed to synthesize it. (2) Given the product [CH:2]([C:3]1[CH:11]=[CH:10][C:8]([O:9][CH2:19][CH2:20][CH2:21][CH2:22][CH2:23][CH2:24][OH:25])=[C:5]([O:6][CH3:7])[CH:4]=1)=[O:1], predict the reactants needed to synthesize it. The reactants are: [O:1]=[CH:2][C:3]1[CH:11]=[CH:10][C:8]([OH:9])=[C:5]([O:6][CH3:7])[CH:4]=1.C(=O)([O-])[O-].[K+].[K+].Cl[CH2:19][CH2:20][CH2:21][CH2:22][CH2:23][CH2:24][OH:25]. (3) Given the product [O:23]=[C:21]1[N:20]([C:24]([O:26][C:27]([CH3:30])([CH3:29])[CH3:28])=[O:25])[N:19]=[CH:12][C:13]([CH:14]=[CH2:15])=[CH:22]1, predict the reactants needed to synthesize it. The reactants are: C([Sn]([CH2:12][CH2:13][CH2:14][CH3:15])([CH2:12][CH2:13][CH2:14][CH3:15])[CH2:12][CH2:13][CH2:14][CH3:15])=C.IC1C=[N:19][N:20]([C:24]([O:26][C:27]([CH3:30])([CH3:29])[CH3:28])=[O:25])[C:21](=[O:23])[CH:22]=1. (4) The reactants are: [OH:1]S(O)(=O)=O.[O-]O.[C:8]1([CH:14]([CH3:16])[CH3:15])[CH:13]=[CH:12][CH:11]=[CH:10][CH:9]=1.C1([OH:23])C=CC=CC=1.[C:24]1([CH:30]([CH3:32])[CH3:31])[CH:29]=[CH:28][CH:27]=[CH:26][CH:25]=1. Given the product [C:8]1([CH:14]([CH3:16])[CH3:15])[CH:13]=[CH:12][CH:11]=[CH:10][CH:9]=1.[CH3:31][C:30]([CH3:32])([C:24]1[CH:29]=[CH:28][CH:27]=[CH:26][CH:25]=1)[OH:23].[C:14]([C:8]1[CH:13]=[CH:12][CH:11]=[CH:10][CH:9]=1)(=[O:1])[CH3:16], predict the reactants needed to synthesize it. (5) Given the product [F:1][C:2]1[C:7]2[N:8]([CH2:11][C:12]([OH:25])=[O:13])[CH:9]=[N:10][C:6]=2[CH:5]=[CH:4][CH:3]=1, predict the reactants needed to synthesize it. The reactants are: [F:1][C:2]1[C:7]2[N:8]([CH2:11][CH2:12][OH:13])[CH:9]=[N:10][C:6]=2[CH:5]=[CH:4][CH:3]=1.CC1(C)N([O])C(C)(C)CCC1.[O-:25]Cl=O.[Na+]. (6) Given the product [CH2:1]([O:8][C:9](=[O:24])[N:10]([CH2:16][C:17]1[CH:22]=[CH:21][C:20]([Br:23])=[CH:19][CH:18]=1)[CH:11]([CH3:15])[CH2:12][CH:13]=[O:29])[C:2]1[CH:7]=[CH:6][CH:5]=[CH:4][CH:3]=1, predict the reactants needed to synthesize it. The reactants are: [CH2:1]([O:8][C:9](=[O:24])[N:10]([CH2:16][C:17]1[CH:22]=[CH:21][C:20]([Br:23])=[CH:19][CH:18]=1)[CH:11]([CH3:15])[CH2:12][CH:13]=C)[C:2]1[CH:7]=[CH:6][CH:5]=[CH:4][CH:3]=1.C[N+]1([O-])CC[O:29]CC1. (7) Given the product [CH3:21][C:18]1[N:14]2[C:15](=[O:17])[C:16]3[NH:8][C:9]([S:27][CH3:28])=[N:10][C:11]=3[N:12]([CH2:22][CH2:23][CH2:24][CH2:25][CH3:26])[C:13]2=[N:20][N:19]=1, predict the reactants needed to synthesize it. The reactants are: COC1C=CC(C[N:8]2[C:16]3[C:15](=[O:17])[N:14]4[C:18]([CH3:21])=[N:19][N:20]=[C:13]4[N:12]([CH2:22][CH2:23][CH2:24][CH2:25][CH3:26])[C:11]=3[N:10]=[C:9]2[S:27][CH3:28])=CC=1.FC(F)(F)C(O)=O.